This data is from Catalyst prediction with 721,799 reactions and 888 catalyst types from USPTO. The task is: Predict which catalyst facilitates the given reaction. (1) Reactant: [F:1][C:2]1[CH:3]=[C:4]2[C:9](=[CH:10][CH:11]=1)[N:8]=[C:7]([C:12]1[CH:17]=[CH:16][CH:15]=[CH:14][C:13]=1[OH:18])[N:6]=[C:5]2[N:19]1[CH2:24][CH2:23][NH:22][CH2:21][CH2:20]1.C(N(CC)CC)C.[OH:32][C@H:33]([CH2:37][C:38]([CH3:41])([CH3:40])[CH3:39])[C:34](O)=[O:35].CN(C(ON1N=NC2C=CC=NC1=2)=[N+](C)C)C.F[P-](F)(F)(F)(F)F. Product: [F:1][C:2]1[CH:3]=[C:4]2[C:9](=[CH:10][CH:11]=1)[N:8]=[C:7]([C:12]1[CH:17]=[CH:16][CH:15]=[CH:14][C:13]=1[OH:18])[N:6]=[C:5]2[N:19]1[CH2:20][CH2:21][N:22]([C:34](=[O:35])[C@H:33]([OH:32])[CH2:37][C:38]([CH3:41])([CH3:40])[CH3:39])[CH2:23][CH2:24]1. The catalyst class is: 2. (2) The catalyst class is: 5. Product: [CH2:17]([C:9]1[C:10]2[CH:16]=[CH:15][CH:14]=[CH:13][C:11]=2[S:12][C:8]=1[CH:2]1[CH2:3][CH2:4][NH:5][CH2:6][CH2:7]1)[CH3:18]. Reactant: O[C:2]1([C:8]2[S:12][C:11]3[CH:13]=[CH:14][CH:15]=[CH:16][C:10]=3[C:9]=2[CH2:17][CH3:18])[CH2:7][CH2:6][NH:5][CH2:4][CH2:3]1.O1C[C@H]1COC1C2C=COC=2C=CC=1. (3) The catalyst class is: 3. Product: [CH:57]1[C:58]2[C:53](=[C:52]([C:50]3[N:49]=[C:10]([C:7]4[CH:8]=[CH:9][N:4]([CH2:3][CH:2]([CH3:1])[CH3:14])[C:5](=[O:13])[CH:6]=4)[O:12][N:51]=3)[CH:61]=[CH:60][CH:59]=2)[CH:54]=[CH:55][N:56]=1. Reactant: [CH3:1][CH:2]([CH3:14])[CH2:3][N:4]1[CH:9]=[CH:8][C:7]([C:10]([OH:12])=O)=[CH:6][C:5]1=[O:13].CN(C(ON1N=NC2C=CC=NC1=2)=[N+](C)C)C.F[P-](F)(F)(F)(F)F.CCN(C(C)C)C(C)C.O[NH:49][C:50]([C:52]1[C:53]2[CH:54]=[CH:55][N:56]=[CH:57][C:58]=2[CH:59]=[CH:60][CH:61]=1)=[NH:51]. (4) The catalyst class is: 17. Product: [NH2:20][C:11]1[C:10]2[N:9]=[C:8]([CH3:21])[N:7]([CH2:6][CH2:5][O:4][CH2:3][CH2:2][NH:1][C:29]([NH:28][CH:22]3[CH2:27][CH2:26][CH2:25][CH2:24][CH2:23]3)=[O:30])[C:19]=2[C:18]2[CH:17]=[CH:16][CH:15]=[CH:14][C:13]=2[N:12]=1. Reactant: [NH2:1][CH2:2][CH2:3][O:4][CH2:5][CH2:6][N:7]1[C:19]2[C:18]3[CH:17]=[CH:16][CH:15]=[CH:14][C:13]=3[N:12]=[C:11]([NH2:20])[C:10]=2[N:9]=[C:8]1[CH3:21].[CH:22]1([N:28]=[C:29]=[O:30])[CH2:27][CH2:26][CH2:25][CH2:24][CH2:23]1. (5) Reactant: [Cl:1][C:2]1[CH:7]=[CH:6][N:5]=[C:4]2[N:8]([S:12]([C:15]3[CH:21]=[CH:20][C:18]([CH3:19])=[CH:17][CH:16]=3)(=[O:14])=[O:13])[C:9](I)=[CH:10][C:3]=12.C([Li])CCC.[O:27]=[C:28]1[CH2:33][CH2:32][N:31]([C:34]([O:36][C:37]([CH3:40])([CH3:39])[CH3:38])=[O:35])[CH2:30][CH2:29]1. Product: [Cl:1][C:2]1[CH:7]=[CH:6][N:5]=[C:4]2[N:8]([S:12]([C:15]3[CH:21]=[CH:20][C:18]([CH3:19])=[CH:17][CH:16]=3)(=[O:14])=[O:13])[C:9]([C:28]3([OH:27])[CH2:29][CH2:30][N:31]([C:34]([O:36][C:37]([CH3:39])([CH3:38])[CH3:40])=[O:35])[CH2:32][CH2:33]3)=[CH:10][C:3]=12. The catalyst class is: 7. (6) Reactant: N(C(OCC)=O)=NC(OCC)=[O:4].[Cl:13][C:14]1[CH:15]=[CH:16][C:17]2[N:18]([CH3:35])[C:19](=[O:34])[C:20]3[CH:30]=[C:29]([CH2:31][CH2:32][OH:33])[CH:28]=[N:27][C:21]=3[N:22]([CH2:25][CH3:26])[C:23]=2[N:24]=1.O[C:37]1[CH:46]=[CH:45][CH:44]=[C:43]2[C:38]=1[CH:39]=[CH:40][CH:41]=[N:42]2.C1C=CC(P(C2C=CC=CC=2)C2C=CC=CC=2)=CC=1.C1C=C(Cl)C=C(C(OO)=O)C=1. Product: [Cl:13][C:14]1[CH:15]=[CH:16][C:17]2[N:18]([CH3:35])[C:19](=[O:34])[C:20]3[CH:30]=[C:29]([CH2:31][CH2:32][O:33][C:37]4[CH:46]=[CH:45][CH:44]=[C:43]5[C:38]=4[CH:39]=[CH:40][CH:41]=[N+:42]5[O-:4])[CH:28]=[N:27][C:21]=3[N:22]([CH2:25][CH3:26])[C:23]=2[N:24]=1. The catalyst class is: 1.